This data is from Catalyst prediction with 721,799 reactions and 888 catalyst types from USPTO. The task is: Predict which catalyst facilitates the given reaction. (1) Product: [ClH:43].[C:1]([C:3]([C:6]1[CH:7]=[C:8]([CH:40]=[CH:41][CH:42]=1)[C:9]([NH:11][C:12]1[CH:13]=[CH:14][C:15]([CH3:39])=[C:16]([NH:18][C:19]([C:21]2[S:38][C:24]3=[N:25][C:26]([NH:29][CH2:30][CH2:31][N:32]4[CH2:37][CH2:36][O:35][CH2:34][CH2:33]4)=[CH:27][N:28]=[C:23]3[CH:22]=2)=[O:20])[CH:17]=1)=[O:10])([CH3:5])[CH3:4])#[N:2]. The catalyst class is: 12. Reactant: [C:1]([C:3]([C:6]1[CH:7]=[C:8]([CH:40]=[CH:41][CH:42]=1)[C:9]([NH:11][C:12]1[CH:13]=[CH:14][C:15]([CH3:39])=[C:16]([NH:18][C:19]([C:21]2[S:38][C:24]3=[N:25][C:26]([NH:29][CH2:30][CH2:31][N:32]4[CH2:37][CH2:36][O:35][CH2:34][CH2:33]4)=[CH:27][N:28]=[C:23]3[CH:22]=2)=[O:20])[CH:17]=1)=[O:10])([CH3:5])[CH3:4])#[N:2].[ClH:43]. (2) The catalyst class is: 4. Reactant: [Cl:1][C:2]1[CH:3]=[C:4]2[C:8](=[C:9]([CH2:11]O)[CH:10]=1)[N:7]([CH2:13][CH:14]([CH3:16])[CH3:15])[N:6]=[CH:5]2.C[CH2:18][N:19](C(C)C)C(C)C.CS(OS(C)(=O)=O)(=O)=O. Product: [Cl:1][C:2]1[CH:3]=[C:4]2[C:8](=[C:9]([CH2:11][C:18]#[N:19])[CH:10]=1)[N:7]([CH2:13][CH:14]([CH3:16])[CH3:15])[N:6]=[CH:5]2.